From a dataset of Forward reaction prediction with 1.9M reactions from USPTO patents (1976-2016). Predict the product of the given reaction. (1) Given the reactants C(OC([N:8]1[CH2:13][CH2:12][O:11][CH:10]([C:14]2[O:18][N:17]=[C:16]([C:19]3[CH:24]=[CH:23][C:22]([F:25])=[CH:21][CH:20]=3)[N:15]=2)[CH2:9]1)=O)(C)(C)C.[ClH:26], predict the reaction product. The product is: [ClH:26].[F:25][C:22]1[CH:23]=[CH:24][C:19]([C:16]2[N:15]=[C:14]([CH:10]3[O:11][CH2:12][CH2:13][NH:8][CH2:9]3)[O:18][N:17]=2)=[CH:20][CH:21]=1. (2) Given the reactants [CH3:1][C@@H:2]([C@@H:14]1[C@@:18]2([CH3:43])[CH2:19][CH2:20][C@@H:21]3[C@@:26]4([CH3:41])[CH2:27][CH2:28][C@H:29]([NH:31][CH2:32][CH2:33][CH2:34][NH:35][CH2:36][CH2:37][CH2:38][CH2:39][NH2:40])[CH2:30][C@@H:25]4[CH2:24][C@@H:23]([OH:42])[C@H:22]3[C@@H:17]2[CH2:16][CH2:15]1)[CH2:3][CH2:4][C@@H:5]([O:9][S:10]([OH:13])(=[O:12])=[O:11])[CH:6]([CH3:8])[CH3:7].[CH3:44][C@H:45]([OH:49])[C:46]([OH:48])=[O:47].[P:50]([O-:54])([O-:53])([O-:52])=[O:51].P([O-])([O-])([O-])=O.[Na+].[Na+].[Na+], predict the reaction product. The product is: [CH3:1][C@@H:2]([C@@H:14]1[C@@:18]2([CH3:43])[CH2:19][CH2:20][C@@H:21]3[C@@:26]4([CH3:41])[CH2:27][CH2:28][C@H:29]([NH:31][CH2:32][CH2:33][CH2:34][NH:35][CH2:36][CH2:37][CH2:38][CH2:39][NH2:40])[CH2:30][C@@H:25]4[CH2:24][C@@H:23]([OH:42])[C@H:22]3[C@@H:17]2[CH2:16][CH2:15]1)[CH2:3][CH2:4][C@@H:5]([O:9][S:10]([OH:13])(=[O:12])=[O:11])[CH:6]([CH3:7])[CH3:8].[CH3:44][C@H:45]([OH:49])[C:46]([OH:48])=[O:47].[CH3:1][C@@H:2]([C@@H:14]1[C@@:18]2([CH3:43])[CH2:19][CH2:20][C@@H:21]3[C@@:26]4([CH3:41])[CH2:27][CH2:28][C@H:29]([NH:31][CH2:32][CH2:33][CH2:34][NH:35][CH2:36][CH2:37][CH2:38][CH2:39][NH2:40])[CH2:30][C@@H:25]4[CH2:24][C@@H:23]([OH:42])[C@H:22]3[C@@H:17]2[CH2:16][CH2:15]1)[CH2:3][CH2:4][C@@H:5]([O:9][S:10]([OH:13])(=[O:12])=[O:11])[CH:6]([CH3:7])[CH3:8].[P:50]([O-:54])([O-:53])([O-:52])=[O:51]. (3) Given the reactants [CH2:1]([O:8][C:9]1[C:14]([CH2:15][CH3:16])=[CH:13][C:12](B(O)O)=[C:11]([O:20][CH3:21])[CH:10]=1)[C:2]1[CH:7]=[CH:6][CH:5]=[CH:4][CH:3]=1.Br[C:23]1[CH:28]=[CH:27][CH:26]=[C:25]([N:29]2[C:33]([CH3:34])=[CH:32][CH:31]=[C:30]2[CH3:35])[N:24]=1.C(=O)([O-])[O-].[Na+].[Na+].CO.O, predict the reaction product. The product is: [CH2:1]([O:8][C:9]1[C:14]([CH2:15][CH3:16])=[CH:13][C:12]([C:23]2[CH:28]=[CH:27][CH:26]=[C:25]([N:29]3[C:33]([CH3:34])=[CH:32][CH:31]=[C:30]3[CH3:35])[N:24]=2)=[C:11]([O:20][CH3:21])[CH:10]=1)[C:2]1[CH:7]=[CH:6][CH:5]=[CH:4][CH:3]=1. (4) Given the reactants Cl[CH2:2][N:3]1[CH:7]=[CH:6][C:5]([C:8]#[N:9])=[N:4]1.[F:10][C:11]([F:20])([F:19])[CH2:12][CH2:13][CH:14]([C:17]#[N:18])[C:15]#[N:16].C(=O)([O-])[O-].[K+].[K+].O, predict the reaction product. The product is: [C:8]([C:5]1[CH:6]=[CH:7][N:3]([CH2:2][C:14]([CH2:13][CH2:12][C:11]([F:10])([F:19])[F:20])([C:15]#[N:16])[C:17]#[N:18])[N:4]=1)#[N:9]. (5) Given the reactants [CH3:1][O:2][C:3](=[O:33])[NH:4][CH:5]([C:9]([N:11]1[CH:15]([C:16]2[NH:17][CH:18]=[C:19]([C:21]3[CH:26]=[CH:25][C:24](Br)=[CH:23][CH:22]=3)[N:20]=2)[CH2:14][N:13]([CH2:28][C:29]([F:32])([F:31])[F:30])[CH2:12]1)=[O:10])[CH:6]([CH3:8])[CH3:7].[CH3:34][O:35][C:36](=[O:69])[NH:37][CH:38]([C:42]([N:44]1[CH2:48][CH2:47][CH2:46][CH:45]1[C:49]1[NH:50][CH:51]=[C:52]([C:54]2[CH:59]=[CH:58][C:57](B3OC(C)(C)C(C)(C)O3)=[CH:56][CH:55]=2)[N:53]=1)=[O:43])[CH:39]([CH3:41])[CH3:40].C(=O)([O-])[O-].[K+].[K+].C(O)(C(F)(F)F)=O, predict the reaction product. The product is: [CH3:1][O:2][C:3](=[O:33])[NH:4][CH:5]([C:9]([N:11]1[CH:15]([C:16]2[NH:20][C:19]([C:21]3[CH:26]=[CH:25][C:24]([C:57]4[CH:58]=[CH:59][C:54]([C:52]5[NH:53][C:49]([CH:45]6[CH2:46][CH2:47][CH2:48][N:44]6[C:42](=[O:43])[CH:38]([NH:37][C:36]([O:35][CH3:34])=[O:69])[CH:39]([CH3:41])[CH3:40])=[N:50][CH:51]=5)=[CH:55][CH:56]=4)=[CH:23][CH:22]=3)=[CH:18][N:17]=2)[CH2:14][N:13]([CH2:28][C:29]([F:32])([F:31])[F:30])[CH2:12]1)=[O:10])[CH:6]([CH3:8])[CH3:7].